The task is: Predict which catalyst facilitates the given reaction.. This data is from Catalyst prediction with 721,799 reactions and 888 catalyst types from USPTO. Reactant: [CH3:1][O:2][C:3]1[CH:4]=[C:5]([CH:30]=[CH:31][CH:32]=1)[C:6]([NH:8][C:9](=[S:29])[NH:10][C:11]1[S:21][C:14]2[CH2:15][O:16][C:17]([CH3:20])([CH3:19])[CH2:18][C:13]=2[C:12]=1[C:22]([O:24]C(C)(C)C)=[O:23])=[O:7]. Product: [CH3:1][O:2][C:3]1[CH:4]=[C:5]([CH:30]=[CH:31][CH:32]=1)[C:6]([NH:8][C:9](=[S:29])[NH:10][C:11]1[S:21][C:14]2[CH2:15][O:16][C:17]([CH3:20])([CH3:19])[CH2:18][C:13]=2[C:12]=1[C:22]([OH:24])=[O:23])=[O:7]. The catalyst class is: 137.